This data is from Forward reaction prediction with 1.9M reactions from USPTO patents (1976-2016). The task is: Predict the product of the given reaction. (1) The product is: [C:14]([C:18]1[CH:19]=[CH:20][C:21]([C:22]([OH:24])=[O:23])=[C:3]([CH3:4])[CH:26]=1)([CH3:17])([CH3:15])[CH3:16]. Given the reactants CN(C)[CH2:3][CH2:4]N(C)C.[Li]C(CC)C.[C:14]([C:18]1[CH:26]=C[C:21]([C:22]([OH:24])=[O:23])=[CH:20][CH:19]=1)([CH3:17])([CH3:16])[CH3:15].CI, predict the reaction product. (2) Given the reactants [Cl:1][C:2]1[CH:8]=[CH:7][C:5]([OH:6])=[CH:4][C:3]=1[OH:9].[CH3:10][C:11]([CH3:16])=[CH:12][C:13](O)=O, predict the reaction product. The product is: [Cl:1][C:2]1[CH:8]=[C:7]2[C:5](=[CH:4][C:3]=1[OH:9])[O:6][C:11]([CH3:16])([CH3:10])[CH2:12][CH2:13]2. (3) The product is: [OH:3][CH:1]([CH:4]([C:14]1[N:22]2[C:17]([C:18](=[O:32])[NH:19][C:20]([CH2:23][C:24]3[CH:29]=[CH:28][C:27]([O:30][CH3:31])=[CH:26][CH:25]=3)=[N:21]2)=[C:16]([CH3:33])[N:15]=1)[CH2:5][CH2:6][CH2:7][C:8]1[CH:9]=[CH:10][CH:11]=[CH:12][CH:13]=1)[CH3:2]. Given the reactants [C:1]([CH:4]([C:14]1[N:22]2[C:17]([C:18](=[O:32])[NH:19][C:20]([CH2:23][C:24]3[CH:29]=[CH:28][C:27]([O:30][CH3:31])=[CH:26][CH:25]=3)=[N:21]2)=[C:16]([CH3:33])[N:15]=1)[CH2:5][CH2:6][CH2:7][C:8]1[CH:13]=[CH:12][CH:11]=[CH:10][CH:9]=1)(=[O:3])[CH3:2].[BH4-].[Na+], predict the reaction product. (4) Given the reactants Cl[C:2]1[C:3](=[O:14])[N:4]([CH:9]([CH2:12][CH3:13])[CH2:10][CH3:11])[CH:5]=[C:6]([Cl:8])[N:7]=1.[Br:15][C:16]1[CH:17]=[C:18]2[C:22](=[C:23]([Cl:25])[CH:24]=1)[NH:21][CH2:20][CH2:19]2, predict the reaction product. The product is: [Br:15][C:16]1[CH:17]=[C:18]2[C:22](=[C:23]([Cl:25])[CH:24]=1)[N:21]([C:2]1[C:3](=[O:14])[N:4]([CH:9]([CH2:12][CH3:13])[CH2:10][CH3:11])[CH:5]=[C:6]([Cl:8])[N:7]=1)[CH2:20][CH2:19]2. (5) Given the reactants [CH:1]1([CH2:4][O:5][C:6]2[N:11]=[C:10]([C:12]([OH:14])=O)[CH:9]=[CH:8][C:7]=2[N:15]2[CH2:18][C:17]([F:20])([F:19])[CH2:16]2)[CH2:3][CH2:2]1.Br.Br.[CH2:23]([N:30]1[CH2:35][C@@H:34]2[CH2:36][C@H:31]1[CH2:32][NH:33]2)[C:24]1[CH:29]=[CH:28][CH:27]=[CH:26][CH:25]=1.CN(C(ON1N=NC2C=CC=CC1=2)=[N+](C)C)C.[B-](F)(F)(F)F.CCN(C(C)C)C(C)C, predict the reaction product. The product is: [CH2:23]([N:30]1[CH2:35][C@@H:34]2[CH2:36][C@H:31]1[CH2:32][N:33]2[C:12]([C:10]1[CH:9]=[CH:8][C:7]([N:15]2[CH2:18][C:17]([F:20])([F:19])[CH2:16]2)=[C:6]([O:5][CH2:4][CH:1]2[CH2:2][CH2:3]2)[N:11]=1)=[O:14])[C:24]1[CH:25]=[CH:26][CH:27]=[CH:28][CH:29]=1. (6) The product is: [ClH:41].[F:34][C:10]1[C:11]([CH2:24][NH:25][CH3:26])=[CH:12][N:13]([S:14]([C:17]2[CH:22]=[CH:21][CH:20]=[C:19]([F:23])[CH:18]=2)(=[O:16])=[O:15])[C:9]=1[C:8]1[C:3]([C:1]#[N:2])=[N:4][CH:5]=[CH:6][CH:7]=1. Given the reactants [C:1]([C:3]1[C:8]([C:9]2[N:13]([S:14]([C:17]3[CH:22]=[CH:21][CH:20]=[C:19]([F:23])[CH:18]=3)(=[O:16])=[O:15])[CH:12]=[C:11]([CH2:24][N:25](C)[C:26](=O)OC(C)(C)C)[C:10]=2[F:34])=[CH:7][CH:6]=[CH:5][N:4]=1)#[N:2].C(OCC)(=O)C.[ClH:41], predict the reaction product. (7) The product is: [C:1]([O:5][C:6](=[O:26])[NH:7][C:8]1[N:9]([CH3:25])[C:10](=[O:24])[C@H:11]([CH2:28][CH3:29])[C@@:12]([CH3:23])([C:14]2[CH:19]=[CH:18][CH:17]=[C:16]([N+:20]([O-:22])=[O:21])[CH:15]=2)[N:13]=1)([CH3:4])([CH3:3])[CH3:2]. Given the reactants [C:1]([O:5][C:6](=[O:26])[NH:7][C:8]1[N:9]([CH3:25])[C:10](=[O:24])[CH2:11][C@@:12]([CH3:23])([C:14]2[CH:19]=[CH:18][CH:17]=[C:16]([N+:20]([O-:22])=[O:21])[CH:15]=2)[N:13]=1)([CH3:4])([CH3:3])[CH3:2].[Li+].[CH3:28][CH:29]([N-]C(C)C)C.ICC, predict the reaction product. (8) Given the reactants [C:1]([C:3]1[C:4]([N:9]([C:17]([O:19][C:20]([CH3:23])([CH3:22])[CH3:21])=[O:18])[C:10]([O:12][C:13]([CH3:16])([CH3:15])[CH3:14])=[O:11])=[N:5][CH:6]=[CH:7][CH:8]=1)#[CH:2].[N+:24]([CH2:27][CH2:28][C:29]1[CH:42]=[CH:41][C:32]([CH2:33][O:34][C:35]2[CH:40]=[CH:39][CH:38]=[CH:37][N:36]=2)=[CH:31][CH:30]=1)([O-])=[O:25].C(OC(OC(C)(C)C)=O)(OC(C)(C)C)=O, predict the reaction product. The product is: [N:36]1[CH:37]=[CH:38][CH:39]=[CH:40][C:35]=1[O:34][CH2:33][C:32]1[CH:41]=[CH:42][C:29]([CH2:28][C:27]2[CH:2]=[C:1]([C:3]3[C:4]([N:9]([C:17]([O:19][C:20]([CH3:23])([CH3:22])[CH3:21])=[O:18])[C:10]([O:12][C:13]([CH3:16])([CH3:15])[CH3:14])=[O:11])=[N:5][CH:6]=[CH:7][CH:8]=3)[O:25][N:24]=2)=[CH:30][CH:31]=1.